From a dataset of Forward reaction prediction with 1.9M reactions from USPTO patents (1976-2016). Predict the product of the given reaction. (1) Given the reactants [N:1]1([CH2:6][CH2:7][CH2:8][O:9][C:10]2[CH:15]=[CH:14][C:13]([C:16]3([C:22](O)=[O:23])[CH2:21][CH2:20][CH2:19][CH2:18][CH2:17]3)=[CH:12][CH:11]=2)[CH2:5][CH2:4][CH2:3][CH2:2]1.[NH:25]1[CH2:30][CH2:29][NH:28][CH2:27][CH2:26]1, predict the reaction product. The product is: [N:1]1([CH2:6][CH2:7][CH2:8][O:9][C:10]2[CH:15]=[CH:14][C:13]([C:16]3([C:22]([N:25]4[CH2:30][CH2:29][NH:28][CH2:27][CH2:26]4)=[O:23])[CH2:17][CH2:18][CH2:19][CH2:20][CH2:21]3)=[CH:12][CH:11]=2)[CH2:2][CH2:3][CH2:4][CH2:5]1. (2) Given the reactants [Cl:1][C:2]1[CH:14]=[CH:13][C:5]2[CH2:6][CH:7]([CH:9](C)[C:10]#[N:11])[O:8][C:4]=2[C:3]=1[C:15]1[CH:20]=[CH:19][CH:18]=[CH:17][C:16]=1[Cl:21].B.O1CCCC1, predict the reaction product. The product is: [Cl:1][C:2]1[CH:14]=[CH:13][C:5]2[CH2:6][CH:7]([CH2:9][CH2:10][NH2:11])[O:8][C:4]=2[C:3]=1[C:15]1[CH:20]=[CH:19][CH:18]=[CH:17][C:16]=1[Cl:21]. (3) Given the reactants [NH:1]([CH:3]1[CH2:6][N:5]([C:7]([O:9][C:10]([CH3:13])([CH3:12])[CH3:11])=[O:8])[CH2:4]1)[NH2:2].C(O)(=O)C.CN(C)/[CH:20]=[CH:21]/[C:22]([C:24]1[CH:29]=[C:28]([C:30]([F:33])([F:32])[F:31])[CH:27]=[CH:26][C:25]=1[OH:34])=O, predict the reaction product. The product is: [OH:34][C:25]1[CH:26]=[CH:27][C:28]([C:30]([F:31])([F:32])[F:33])=[CH:29][C:24]=1[C:22]1[N:1]([CH:3]2[CH2:4][N:5]([C:7]([O:9][C:10]([CH3:13])([CH3:12])[CH3:11])=[O:8])[CH2:6]2)[N:2]=[CH:20][CH:21]=1. (4) Given the reactants Cl.[CH3:2][CH:3]([O:5][C:6]1[CH:13]=[CH:12][C:11]([C:14]2[O:18][N:17]=[C:16]([C:19]3[CH:29]=[CH:28][C:22]4[CH2:23][CH2:24][NH:25][CH2:26][CH2:27][C:21]=4[CH:20]=3)[N:15]=2)=[CH:10][C:7]=1[C:8]#[N:9])[CH3:4].I[CH2:31][CH2:32][OH:33].C(=O)([O-])[O-].[K+].[K+].O, predict the reaction product. The product is: [OH:33][CH2:32][CH2:31][N:25]1[CH2:24][CH2:23][C:22]2[CH:28]=[CH:29][C:19]([C:16]3[N:15]=[C:14]([C:11]4[CH:12]=[CH:13][C:6]([O:5][CH:3]([CH3:2])[CH3:4])=[C:7]([CH:10]=4)[C:8]#[N:9])[O:18][N:17]=3)=[CH:20][C:21]=2[CH2:27][CH2:26]1. (5) Given the reactants C([N:8]1[CH2:13][CH2:12][O:11][C@H:10]([CH2:14][O:15][C:16]2[CH:21]=[CH:20][C:19]([C:22]3[CH:27]=[CH:26][N:25]=[C:24]([CH3:28])[CH:23]=3)=[CH:18][CH:17]=2)[CH2:9]1)C1C=CC=CC=1.C([O-])=O.[NH4+], predict the reaction product. The product is: [CH3:28][C:24]1[CH:23]=[C:22]([C:19]2[CH:20]=[CH:21][C:16]([O:15][CH2:14][C@H:10]3[O:11][CH2:12][CH2:13][NH:8][CH2:9]3)=[CH:17][CH:18]=2)[CH:27]=[CH:26][N:25]=1. (6) Given the reactants C(=O)([O-])[O-].[K+].[K+].Cl.[CH3:8][NH:9][O:10][CH3:11].C1(C)C=CC=CC=1.[C:19](Cl)(=[O:23])[CH2:20][CH2:21][CH3:22], predict the reaction product. The product is: [CH3:11][O:10][N:9]([CH3:8])[C:19](=[O:23])[CH2:20][CH2:21][CH3:22].